This data is from Full USPTO retrosynthesis dataset with 1.9M reactions from patents (1976-2016). The task is: Predict the reactants needed to synthesize the given product. (1) Given the product [N:23]1([CH2:22][C:21]([NH:20][C:11]2[CH:10]=[C:9]([NH:8][C:6](=[O:7])[C:5]3[CH:30]=[CH:31][C:2]([C:32]4[CH:37]=[CH:36][CH:35]=[CH:34][CH:33]=4)=[N:3][CH:4]=3)[CH:14]=[CH:13][C:12]=2[O:15][C:16]([F:19])([F:18])[F:17])=[O:29])[CH2:28][CH2:27][O:26][CH2:25][CH2:24]1, predict the reactants needed to synthesize it. The reactants are: Cl[C:2]1[CH:31]=[CH:30][C:5]([C:6]([NH:8][C:9]2[CH:14]=[CH:13][C:12]([O:15][C:16]([F:19])([F:18])[F:17])=[C:11]([NH:20][C:21](=[O:29])[CH2:22][N:23]3[CH2:28][CH2:27][O:26][CH2:25][CH2:24]3)[CH:10]=2)=[O:7])=[CH:4][N:3]=1.[C:32]1(B(O)O)[CH:37]=[CH:36][CH:35]=[CH:34][CH:33]=1.C(=O)([O-])[O-].[K+].[K+]. (2) The reactants are: [NH2:1][NH2:2].[C:3]([NH:7][C:8]([C:10]1[S:14][C:13]2[CH2:15][C:16]([CH3:19])([CH3:18])[CH2:17][C:12]=2[C:11]=1[CH:20]=O)=[O:9])([CH3:6])([CH3:5])[CH3:4]. Given the product [C:3]([NH:7][C:8]([C:10]1[S:14][C:13]2[CH2:15][C:16]([CH3:19])([CH3:18])[CH2:17][C:12]=2[C:11]=1[CH:20]=[N:1][NH2:2])=[O:9])([CH3:6])([CH3:5])[CH3:4], predict the reactants needed to synthesize it.